From a dataset of Reaction yield outcomes from USPTO patents with 853,638 reactions. Predict the reaction yield, written as a fraction of the theoretical maximum amount of product (1.0 means a 100% yield; for example, 0.34 means a 34% yield). (1) The reactants are C[O:2][C:3](=[O:35])[CH2:4][NH:5][C:6](=[O:34])[C:7]1[CH:12]=[CH:11][C:10]([C:13]2[N:18]=[C:17]3[N:19]([CH2:22][C:23]4[CH:24]=[C:25]5[C:30](=[CH:31][CH:32]=4)[N:29]=[CH:28][CH:27]=[CH:26]5)[N:20]=[N:21][C:16]3=[CH:15][CH:14]=2)=[CH:9][C:8]=1[F:33].[OH-].[Li+].Cl. The catalyst is CO.O. The product is [F:33][C:8]1[CH:9]=[C:10]([C:13]2[N:18]=[C:17]3[N:19]([CH2:22][C:23]4[CH:24]=[C:25]5[C:30](=[CH:31][CH:32]=4)[N:29]=[CH:28][CH:27]=[CH:26]5)[N:20]=[N:21][C:16]3=[CH:15][CH:14]=2)[CH:11]=[CH:12][C:7]=1[C:6]([NH:5][CH2:4][C:3]([OH:35])=[O:2])=[O:34]. The yield is 0.960. (2) The reactants are [C:1]([NH2:4])(=[O:3])[CH3:2].[C:5]([OH:9])(=[O:8])[CH:6]=[O:7]. The catalyst is CC(C)=O. The product is [C:1]([NH:4][CH:6]([OH:7])[C:5]([OH:9])=[O:8])(=[O:3])[CH3:2]. The yield is 1.00.